This data is from Full USPTO retrosynthesis dataset with 1.9M reactions from patents (1976-2016). The task is: Predict the reactants needed to synthesize the given product. (1) The reactants are: CN(C)[CH:3]=[C:4]1[CH2:9][CH2:8][CH2:7][CH:6]([C:10]([O:12][CH2:13][CH3:14])=[O:11])[C:5]1=O.[N+]([O-])(O)=O.[N+]([O-])(O)=O.[CH3:25][O:26][C:27]1[CH:28]=[C:29]([NH:39][C:40]([NH2:42])=[NH:41])[CH:30]=[CH:31][C:32]=1[N:33]1[CH:37]=[C:36]([CH3:38])[N:35]=[CH:34]1. Given the product [CH3:25][O:26][C:27]1[CH:28]=[C:29]([NH:39][C:40]2[N:42]=[CH:3][C:4]3[CH2:9][CH2:8][CH2:7][CH:6]([C:10]([O:12][CH2:13][CH3:14])=[O:11])[C:5]=3[N:41]=2)[CH:30]=[CH:31][C:32]=1[N:33]1[CH:37]=[C:36]([CH3:38])[N:35]=[CH:34]1, predict the reactants needed to synthesize it. (2) Given the product [Cl:1][C:2]1[CH:3]=[CH:4][C:5]2[N:11]3[C:12]([C:15]([F:18])([F:17])[F:16])=[N:13][N:14]=[C:10]3[C@@H:9]([CH2:19][C:20]([OH:22])=[O:21])[O:8][C@H:7]([C:26]3[CH:31]=[CH:30][CH:29]=[C:28]([O:32][CH3:33])[C:27]=3[Cl:34])[C:6]=2[CH:35]=1, predict the reactants needed to synthesize it. The reactants are: [Cl:1][C:2]1[CH:3]=[CH:4][C:5]2[N:11]3[C:12]([C:15]([F:18])([F:17])[F:16])=[N:13][N:14]=[C:10]3[C@@H:9]([CH2:19][C:20]([O:22]CC=C)=[O:21])[O:8][C@H:7]([C:26]3[CH:31]=[CH:30][CH:29]=[C:28]([O:32][CH3:33])[C:27]=3[Cl:34])[C:6]=2[CH:35]=1.C1(P(C2C=CC=CC=2)C2C=CC=CC=2)C=CC=CC=1.N1CCCC1. (3) Given the product [CH2:2]([O:1][C:6]1[N:14]=[C:13]([O:18][CH2:16][CH3:17])[CH:12]=[CH:11][C:7]=1[C:8]([OH:10])=[O:9])[CH3:3], predict the reactants needed to synthesize it. The reactants are: [O-:1][CH2:2][CH3:3].[Na+].Cl[C:6]1[N:14]=[C:13](Cl)[CH:12]=[CH:11][C:7]=1[C:8]([OH:10])=[O:9].[CH2:16]([OH:18])[CH3:17]. (4) Given the product [I:24][C:23]1[C:17]2[C:18](=[N:19][CH:20]=[C:15]([C:11]3[CH:10]=[C:9]([C:7]([N:1]4[CH2:2][CH2:3][O:4][CH2:5][CH2:6]4)=[O:8])[CH:14]=[CH:13][CH:12]=3)[CH:16]=2)[NH:21][N:22]=1, predict the reactants needed to synthesize it. The reactants are: [N:1]1([C:7]([C:9]2[CH:14]=[CH:13][CH:12]=[C:11]([C:15]3[CH:16]=[C:17]4[CH:23]=[N:22][NH:21][C:18]4=[N:19][CH:20]=3)[CH:10]=2)=[O:8])[CH2:6][CH2:5][O:4][CH2:3][CH2:2]1.[I:24]N1C(=O)CCC1=O.